Dataset: Reaction yield outcomes from USPTO patents with 853,638 reactions. Task: Predict the reaction yield, written as a fraction of the theoretical maximum amount of product (1.0 means a 100% yield; for example, 0.34 means a 34% yield). The yield is 0.910. The reactants are [NH:1]1[C:9]2[C:4](=[CH:5][CH:6]=[CH:7][CH:8]=2)[C:3]([CH:10]=[O:11])=[CH:2]1.[H-].[Na+].Cl[C:15]([O:17][CH2:18][CH3:19])=[O:16]. The catalyst is CS(C)=O. The product is [CH:10]([C:3]1[C:4]2[C:9](=[CH:8][CH:7]=[CH:6][CH:5]=2)[N:1]([C:15]([O:17][CH2:18][CH3:19])=[O:16])[CH:2]=1)=[O:11].